From a dataset of Full USPTO retrosynthesis dataset with 1.9M reactions from patents (1976-2016). Predict the reactants needed to synthesize the given product. (1) The reactants are: Br[C:2]1[CH:7]=[CH:6][C:5]([CH2:8][CH2:9][CH2:10][C:11]2[CH:16]=[CH:15][CH:14]=[CH:13][CH:12]=2)=[CH:4][CH:3]=1.C([Li])CCC.[B:22](OC)([O:25]C)[O:23]C. Given the product [C:11]1([CH2:10][CH2:9][CH2:8][C:5]2[CH:6]=[CH:7][C:2]([B:22]([OH:25])[OH:23])=[CH:3][CH:4]=2)[CH:16]=[CH:15][CH:14]=[CH:13][CH:12]=1, predict the reactants needed to synthesize it. (2) Given the product [Br:12][CH2:13][CH2:14][O:11][C:6]1[CH:5]=[C:4]([Cl:3])[CH:9]=[C:8]([Cl:10])[CH:7]=1, predict the reactants needed to synthesize it. The reactants are: [OH-].[Na+].[Cl:3][C:4]1[CH:5]=[C:6]([OH:11])[CH:7]=[C:8]([Cl:10])[CH:9]=1.[Br:12][CH2:13][CH2:14]Br. (3) Given the product [CH:3]([NH:16][CH2:17][C:18]1[CH:23]=[CH:22][C:21]([OH:24])=[C:20]([O:25][CH3:26])[CH:19]=1)([C:10]1[CH:15]=[CH:14][CH:13]=[CH:12][CH:11]=1)[C:4]1[CH:9]=[CH:8][CH:7]=[CH:6][CH:5]=1, predict the reactants needed to synthesize it. The reactants are: N#N.[CH:3]([N:16]=[CH:17][C:18]1[CH:23]=[CH:22][C:21]([OH:24])=[C:20]([O:25][CH3:26])[CH:19]=1)([C:10]1[CH:15]=[CH:14][CH:13]=[CH:12][CH:11]=1)[C:4]1[CH:9]=[CH:8][CH:7]=[CH:6][CH:5]=1.[BH4-].[Na+]. (4) The reactants are: [CH2:1]1[CH:6]2[CH2:7][C:8]3([NH2:11])[CH2:10][CH:4]([CH2:5]2)[CH2:3][CH:2]1[CH2:9]3.Cl[CH2:13][C:14]1[N:18]=[C:17]([C:19]2[S:20][CH:21]=[CH:22][CH:23]=2)[O:16][N:15]=1. Given the product [S:20]1[CH:21]=[CH:22][CH:23]=[C:19]1[C:17]1[O:16][N:15]=[C:14]([CH2:13][NH:11][C:8]23[CH2:10][CH:4]4[CH2:5][CH:6]([CH2:1][CH:2]([CH2:3]4)[CH2:9]2)[CH2:7]3)[N:18]=1, predict the reactants needed to synthesize it. (5) Given the product [Cl:13][C:14]1[CH:15]=[CH:16][C:17]2[N:18]([C:20]([C:23]([C:10]3[C:2]([F:1])=[C:3]4[C:7](=[CH:8][C:9]=3[F:11])[N:6]([CH3:12])[N:5]=[CH:4]4)([OH:25])[CH3:24])=[CH:21][N:22]=2)[N:19]=1, predict the reactants needed to synthesize it. The reactants are: [F:1][C:2]1[CH:10]=[C:9]([F:11])[CH:8]=[C:7]2[C:3]=1[CH:4]=[N:5][N:6]2[CH3:12].[Cl:13][C:14]1[CH:15]=[CH:16][C:17]2[N:18]([C:20]([C:23](=[O:25])[CH3:24])=[CH:21][N:22]=2)[N:19]=1. (6) Given the product [OH:1][C:2]([C:5]1[O:9][N:8]=[C:7]([CH:10]([CH:11]([C:12]#[N:13])[C:14]#[N:15])[CH:16]=[CH2:17])[CH:6]=1)([CH3:4])[CH3:3], predict the reactants needed to synthesize it. The reactants are: [OH:1][C:2]([C:5]1[O:9][N:8]=[C:7]([CH:10]=[C:11]([C:14]#[N:15])[C:12]#[N:13])[CH:6]=1)([CH3:4])[CH3:3].[CH2:16]([Mg]Cl)[CH:17]=C.Cl. (7) Given the product [NH2:14][C:2]12[CH2:11][C:6]3([CH3:12])[CH2:7][CH:8]([CH2:10][C:4]([CH3:13])([CH2:5]3)[CH2:3]1)[CH2:9]2, predict the reactants needed to synthesize it. The reactants are: Br[C:2]12[CH2:11][C:6]3([CH3:12])[CH2:7][CH:8]([CH2:10][C:4]([CH3:13])([CH2:5]3)[CH2:3]1)[CH2:9]2.[NH2:14]C(N)=O.P(=O)(O)(O)O.[OH-].[K+]. (8) Given the product [CH2:18]([N:14]1[CH:13]=[C:12]([CH2:11][O:10][C:7]2[CH:6]=[CH:5][C:4]([N+:1]([O-:3])=[O:2])=[CH:9][CH:8]=2)[N:16]=[N:15]1)[C:19]1[CH:24]=[CH:23][CH:22]=[CH:21][CH:20]=1, predict the reactants needed to synthesize it. The reactants are: [N+:1]([C:4]1[CH:9]=[CH:8][C:7]([O:10][CH2:11][C:12]#[CH:13])=[CH:6][CH:5]=1)([O-:3])=[O:2].[N-:14]=[N+:15]=[N-:16].[Na+].[CH2:18](I)[C:19]1[CH:24]=[CH:23][CH:22]=[CH:21][CH:20]=1.CCN(CC)CC.N1CCC[C@H]1C(O)=O.